Dataset: Full USPTO retrosynthesis dataset with 1.9M reactions from patents (1976-2016). Task: Predict the reactants needed to synthesize the given product. (1) Given the product [CH3:36][S:37]([OH:40])(=[O:39])=[O:38].[NH2:1][C:2]1[CH:10]=[C:9]2[C:5]([CH:6]=[N:7][NH:8]2)=[CH:4][C:3]=1[O:11][C:12]1[CH:17]=[CH:16][C:15]([NH:18][C:19]([C:21]2[C:22](=[O:34])[N:23]([C:28]3[CH:29]=[CH:30][CH:31]=[CH:32][CH:33]=3)[C:24]([CH3:27])=[CH:25][CH:26]=2)=[O:20])=[CH:14][C:13]=1[F:35], predict the reactants needed to synthesize it. The reactants are: [NH2:1][C:2]1[CH:10]=[C:9]2[C:5]([CH:6]=[N:7][NH:8]2)=[CH:4][C:3]=1[O:11][C:12]1[CH:17]=[CH:16][C:15]([NH:18][C:19]([C:21]2[C:22](=[O:34])[N:23]([C:28]3[CH:33]=[CH:32][CH:31]=[CH:30][CH:29]=3)[C:24]([CH3:27])=[CH:25][CH:26]=2)=[O:20])=[CH:14][C:13]=1[F:35].[CH3:36][S:37]([OH:40])(=[O:39])=[O:38]. (2) The reactants are: C[Si]([N-][Si](C)(C)C)(C)C.[K+].[O:11]1[CH2:16][CH2:15][CH:14]([CH:17]2[CH2:29][C:28]3[C:27]4[C:22](=[CH:23][CH:24]=[C:25]([C:30]([OH:32])=[O:31])[CH:26]=4)[NH:21][C:20]=3[CH2:19][CH2:18]2)[CH2:13][CH2:12]1.[CH3:33][N:34]([CH3:38])[C:35](Cl)=[O:36].[Cl-].[NH4+]. Given the product [CH3:33][N:34]([CH3:38])[C:35]([N:21]1[C:20]2[CH2:19][CH2:18][CH:17]([CH:14]3[CH2:13][CH2:12][O:11][CH2:16][CH2:15]3)[CH2:29][C:28]=2[C:27]2[C:22]1=[CH:23][CH:24]=[C:25]([C:30]([OH:32])=[O:31])[CH:26]=2)=[O:36], predict the reactants needed to synthesize it. (3) Given the product [CH3:3][C:8]1[N:21]=[CH:20][C:5]([N:9]2[C@@H:16]3[C@@H:11]([CH2:12][CH2:13][NH:14][CH2:15]3)[CH2:10]2)=[N:6][CH:7]=1, predict the reactants needed to synthesize it. The reactants are: FC(F)(F)[C:3]1[CH:8]=[CH:7][N:6]=[C:5]([N:9]2[C@@H:16]3[C@@H:11]([CH2:12][CH2:13][NH:14][CH2:15]3)[CH2:10]2)N=1.Cl[C:20]1N=C(C(F)(F)F)C=C[N:21]=1. (4) Given the product [Cl:25][CH:2]([C:4]1[O:5][C:6](=[O:20])[C:7]2[C:12]([C:13]=1[C:14]1[CH:19]=[CH:18][CH:17]=[CH:16][CH:15]=1)=[CH:11][CH:10]=[CH:9][CH:8]=2)[CH3:3], predict the reactants needed to synthesize it. The reactants are: O[CH:2]([C:4]1[O:5][C:6](=[O:20])[C:7]2[C:12]([C:13]=1[C:14]1[CH:19]=[CH:18][CH:17]=[CH:16][CH:15]=1)=[CH:11][CH:10]=[CH:9][CH:8]=2)[CH3:3].CS([Cl:25])(=O)=O.